This data is from CYP2C19 inhibition data for predicting drug metabolism from PubChem BioAssay. The task is: Regression/Classification. Given a drug SMILES string, predict its absorption, distribution, metabolism, or excretion properties. Task type varies by dataset: regression for continuous measurements (e.g., permeability, clearance, half-life) or binary classification for categorical outcomes (e.g., BBB penetration, CYP inhibition). Dataset: cyp2c19_veith. The molecule is O=c1c(-c2ccc(F)c(F)c2)nc2cncnc2n1Cc1ccccc1Cl. The result is 1 (inhibitor).